The task is: Predict which catalyst facilitates the given reaction.. This data is from Catalyst prediction with 721,799 reactions and 888 catalyst types from USPTO. (1) Reactant: O([CH2:9][CH:10]([CH2:16][CH2:17][CH3:18])[CH2:11][CH2:12][CH2:13][CH2:14][CH3:15])S(C(F)(F)F)(=O)=O.[CH3:19][C:20]1[CH:21]=[N:22][CH:23]=[C:24]([CH3:39])[C:25]=1[C:26]1[C:31]([CH3:32])=[CH:30][C:29]([CH:33]([C:36]#[N:37])[C:34]#[N:35])=[CH:28][C:27]=1[CH3:38].C[O-].[Na+]. The catalyst class is: 61. Product: [CH3:19][C:20]1[C:25](=[C:26]2[C:31]([CH3:32])=[CH:30][C:29](=[C:33]([C:34]#[N:35])[C:36]#[N:37])[CH:28]=[C:27]2[CH3:38])[C:24]([CH3:39])=[CH:23][N:22]([CH2:9][CH:10]([CH2:16][CH2:17][CH3:18])[CH2:11][CH2:12][CH2:13][CH2:14][CH3:15])[CH:21]=1. (2) Reactant: [F:1][C:2]1[CH:7]=[CH:6][C:5]([C:8]2[N:13]3[N:14]=[C:15]([CH3:18])[C:16](I)=[C:12]3[N:11]=[C:10]([N:19]3[CH2:23][CH2:22][CH2:21][C@H:20]3[CH2:24][OH:25])[CH:9]=2)=[CH:4][CH:3]=1.[CH3:26][O:27][C:28]1[CH:33]=[CH:32][C:31](B(O)O)=[CH:30][CH:29]=1.C1(C)C=CC=CC=1.C([O-])(O)=O.[Na+]. Product: [CH3:26][O:27][C:28]1[CH:33]=[CH:32][C:31]([C:16]2[C:15]([CH3:18])=[N:14][N:13]3[C:8]([C:5]4[CH:6]=[CH:7][C:2]([F:1])=[CH:3][CH:4]=4)=[CH:9][C:10]([N:19]4[CH2:23][CH2:22][CH2:21][C@H:20]4[CH2:24][OH:25])=[N:11][C:12]=23)=[CH:30][CH:29]=1. The catalyst class is: 461. (3) Reactant: [N+:1]([C:4]1[NH:8][N:7]=[C:6]([C:9]([OH:11])=[O:10])[CH:5]=1)([O-])=O.[H][H]. Product: [NH2:1][C:4]1[NH:8][N:7]=[C:6]([C:9]([OH:11])=[O:10])[CH:5]=1. The catalyst class is: 43. (4) Reactant: [Cl:1][C:2]1[C:3]([O:19][CH3:20])=[CH:4][C:5]([O:17]C)=[C:6]([C:8]([C:10]2[CH:15]=[CH:14][C:13]([F:16])=[CH:12][CH:11]=2)=[O:9])[CH:7]=1.[I-].[Na+].[Al+3].[Cl-].[Cl-].[Cl-]. Product: [Cl:1][C:2]1[C:3]([O:19][CH3:20])=[CH:4][C:5]([OH:17])=[C:6]([C:8]([C:10]2[CH:11]=[CH:12][C:13]([F:16])=[CH:14][CH:15]=2)=[O:9])[CH:7]=1. The catalyst class is: 10. (5) Product: [CH3:13][C:8]1[CH:7]=[CH:6][C:5]2[C:10](=[CH:11][CH:12]=[C:3]([CH2:2][C:15]3[O:14][CH:18]=[C:17]([C:19]([O:21][CH2:22][CH3:23])=[O:20])[N:16]=3)[CH:4]=2)[N:9]=1. The catalyst class is: 160. Reactant: Cl[CH2:2][C:3]1[CH:4]=[C:5]2[C:10](=[CH:11][CH:12]=1)[N:9]=[C:8]([CH3:13])[CH:7]=[CH:6]2.[O:14]1[CH:18]=[C:17]([C:19]([O:21][CH2:22][CH3:23])=[O:20])[N:16]=[CH:15]1.C(=O)([O-])[O-].[Cs+].[Cs+].C1CCC(P(C2C(C3C=CC=CC=3)=CC=CC=2)C2CCCCC2)CC1. (6) Reactant: [I:1][C:2]1[CH:3]=[C:4]2[N:10]=[C:9]([NH:11]C(=O)OCC)[N:8]([CH:17]([C:19]3[CH:24]=[CH:23][C:22]([O:25][CH2:26][C:27]4[CH:32]=[CH:31][C:30]([C:33]([F:36])([F:35])[F:34])=[CH:29][CH:28]=4)=[C:21]([O:37][CH3:38])[CH:20]=3)[CH3:18])[C:5]2=[N:6][CH:7]=1.[O-]P([O-])([O-])=O.[K+].[K+].[K+]. Product: [I:1][C:2]1[CH:3]=[C:4]2[N:10]=[C:9]([NH2:11])[N:8]([CH:17]([C:19]3[CH:24]=[CH:23][C:22]([O:25][CH2:26][C:27]4[CH:32]=[CH:31][C:30]([C:33]([F:35])([F:36])[F:34])=[CH:29][CH:28]=4)=[C:21]([O:37][CH3:38])[CH:20]=3)[CH3:18])[C:5]2=[N:6][CH:7]=1. The catalyst class is: 40. (7) Reactant: [CH3:1][O:2][C:3]1[CH:8]=[CH:7][C:6]([F:9])=[CH:5][C:4]=1[CH:10]([OH:15])[CH2:11][CH2:12][CH:13]=[CH2:14].[Br:16]N1C(=O)CCC1=O. The catalyst class is: 2. Product: [Br:16][CH2:14][CH:13]1[CH2:12][CH2:11][CH:10]([C:4]2[CH:5]=[C:6]([F:9])[CH:7]=[CH:8][C:3]=2[O:2][CH3:1])[O:15]1. (8) Reactant: CC(C)([O-])C.[K+].CC1C=CC(S([CH2:17][N+:18]#[C-])(=O)=O)=CC=1.[O:20]1[CH2:24][CH2:23][O:22][CH:21]1[C:25]1[CH:29]=[CH:28][S:27][C:26]=1[CH:30]=O.[Cl-].[NH4+]. Product: [O:22]1[CH2:23][CH2:24][O:20][CH:21]1[C:25]1[CH:29]=[CH:28][S:27][C:26]=1[CH2:30][C:17]#[N:18]. The catalyst class is: 92. (9) Reactant: [Cl:1][C:2]1[N:7]=[C:6]([C:8](N(OC)C)=[O:9])[CH:5]=[CH:4][N:3]=1.[CH3:14][Mg]Cl. Product: [Cl:1][C:2]1[N:7]=[C:6]([C:8](=[O:9])[CH3:14])[CH:5]=[CH:4][N:3]=1. The catalyst class is: 49.